This data is from Forward reaction prediction with 1.9M reactions from USPTO patents (1976-2016). The task is: Predict the product of the given reaction. Given the reactants [CH3:1][O:2][C:3]1[CH:17]=[CH:16][C:6]([O:7][CH2:8][C:9]2[CH:15]=[CH:14][CH:13]=[CH:12][C:10]=2[NH2:11])=[CH:5][CH:4]=1.[C:18]([C:20]1[CH:21]=[C:22]([CH:26]=[CH:27][CH:28]=1)[C:23](Cl)=[O:24])#[N:19], predict the reaction product. The product is: [C:18]([C:20]1[CH:21]=[C:22]([CH:26]=[CH:27][CH:28]=1)[C:23]([NH:11][C:10]1[CH:12]=[CH:13][CH:14]=[CH:15][C:9]=1[CH2:8][O:7][C:6]1[CH:5]=[CH:4][C:3]([O:2][CH3:1])=[CH:17][CH:16]=1)=[O:24])#[N:19].